From a dataset of Reaction yield outcomes from USPTO patents with 853,638 reactions. Predict the reaction yield, written as a fraction of the theoretical maximum amount of product (1.0 means a 100% yield; for example, 0.34 means a 34% yield). (1) The reactants are [CH2:1]([N:4](CC)[C:5]1[CH:10]=[CH:9][CH:8]=[CH:7][CH:6]=1)[CH:2]=C.C[N+]1([O-])CC[O:17]CC1.[CH3:21][C:22]([CH3:24])=[O:23].O.[O-]S([O-])(=S)=O.[Na+].[Na+]. The catalyst is C([O-])(O)=O.[Na+].O=[Os](=O)(=O)=O. The product is [CH2:1]([N:4]([C:5]1[CH:10]=[CH:9][CH:8]=[CH:7][CH:6]=1)[CH2:21][CH:22]([OH:23])[CH2:24][OH:17])[CH3:2]. The yield is 0.860. (2) The reactants are CS(Cl)(=O)=O.[C:6]1([CH2:12][O:13][C:14]([C:16]2([NH:22][C:23]([C:25]3[CH:30]=[CH:29][C:28]([CH2:31]O)=[CH:27][CH:26]=3)=[O:24])[CH2:21][CH2:20][CH2:19][CH2:18][CH2:17]2)=[O:15])[CH:11]=[CH:10][CH:9]=[CH:8][CH:7]=1.C(N(CC)CC)C.[NH:40]1[CH2:45][CH2:44][O:43][CH2:42][CH2:41]1. The catalyst is C(Cl)Cl. The product is [C:6]1([CH2:12][O:13][C:14]([C:16]2([NH:22][C:23]([C:25]3[CH:26]=[CH:27][C:28]([CH2:31][N:40]4[CH2:45][CH2:44][O:43][CH2:42][CH2:41]4)=[CH:29][CH:30]=3)=[O:24])[CH2:17][CH2:18][CH2:19][CH2:20][CH2:21]2)=[O:15])[CH:7]=[CH:8][CH:9]=[CH:10][CH:11]=1. The yield is 0.570. (3) The reactants are [CH3:1][C:2]1[O:6][N:5]=[C:4]([C:7]2[CH:12]=[CH:11][CH:10]=[CH:9][N:8]=2)[C:3]=1[CH2:13][O:14][C:15]1[CH:16]=[CH:17][C:18]([C:21]([OH:23])=O)=[N:19][CH:20]=1.[NH:24]1[CH2:29][CH2:28][S:27][CH2:26][CH2:25]1. No catalyst specified. The product is [CH3:1][C:2]1[O:6][N:5]=[C:4]([C:7]2[CH:12]=[CH:11][CH:10]=[CH:9][N:8]=2)[C:3]=1[CH2:13][O:14][C:15]1[CH:16]=[CH:17][C:18]([C:21]([N:24]2[CH2:29][CH2:28][S:27][CH2:26][CH2:25]2)=[O:23])=[N:19][CH:20]=1. The yield is 0.980. (4) The reactants are [CH3:1][O:2][C:3]1[C:4]([NH2:9])=[CH:5][CH:6]=[CH:7][CH:8]=1.[Cl:10][C:11]1[C:12](Cl)=[N:13][CH:14]=[C:15]([CH:21]=1)[C:16]([O:18][CH2:19][CH3:20])=[O:17].C(=O)([O-])[O-].[Cs+].[Cs+]. The catalyst is C([O-])(=O)C.[Pd+2].C([O-])(=O)C.C1(P(C2C=CC=CC=2)C2C3OC4C(=CC=CC=4P(C4C=CC=CC=4)C4C=CC=CC=4)C(C)(C)C=3C=CC=2)C=CC=CC=1.C1(C)C=CC=CC=1. The product is [Cl:10][C:11]1[C:12]([NH:9][C:4]2[CH:5]=[CH:6][CH:7]=[CH:8][C:3]=2[O:2][CH3:1])=[N:13][CH:14]=[C:15]([CH:21]=1)[C:16]([O:18][CH2:19][CH3:20])=[O:17]. The yield is 0.806. (5) The reactants are CC1(C)C2C=CC=C(P(C3C=CC=CC=3)C3C=CC=CC=3)C=2OC2C1=CC=CC=2P(C1C=CC=CC=1)C1C=CC=CC=1.Br[C:44]1[CH:49]=[CH:48][C:47]([C:50]2[O:54][CH:53]=[N:52][C:51]=2[C:55]([O:57][CH2:58][CH3:59])=[O:56])=[CH:46][CH:45]=1.[N:60]1([C:66]([O:68][C:69]([CH3:72])([CH3:71])[CH3:70])=[O:67])[CH2:65][CH2:64][NH:63][CH2:62][CH2:61]1.C(=O)([O-])[O-].[Cs+].[Cs+]. The catalyst is O1CCOCC1.C(O)(C)(C)C.C1C=CC(/C=C/C(/C=C/C2C=CC=CC=2)=O)=CC=1.C1C=CC(/C=C/C(/C=C/C2C=CC=CC=2)=O)=CC=1.C1C=CC(/C=C/C(/C=C/C2C=CC=CC=2)=O)=CC=1.[Pd].[Pd]. The product is [CH2:58]([O:57][C:55]([C:51]1[N:52]=[CH:53][O:54][C:50]=1[C:47]1[CH:48]=[CH:49][C:44]([N:63]2[CH2:62][CH2:61][N:60]([C:66]([O:68][C:69]([CH3:72])([CH3:71])[CH3:70])=[O:67])[CH2:65][CH2:64]2)=[CH:45][CH:46]=1)=[O:56])[CH3:59]. The yield is 0.500. (6) The reactants are [Na+].[OH:2][C:3]1[CH:8]=[CH:7][C:6]([S:9]([O-:12])(=[O:11])=[O:10])=[CH:5][CH:4]=1.Br[CH2:14][C:15]#[C:16][C:17]1[CH:22]=[CH:21][C:20]([Cl:23])=[CH:19][CH:18]=1. The catalyst is C(O)(C)C.[OH-].[Na+]. The product is [Cl:23][C:20]1[CH:21]=[CH:22][C:17]([C:16]#[C:15][CH2:14][O:2][C:3]2[CH:8]=[CH:7][C:6]([S:9]([OH:12])(=[O:10])=[O:11])=[CH:5][CH:4]=2)=[CH:18][CH:19]=1. The yield is 0.670. (7) The reactants are [C:1]([C:4]1[O:8][N:7]=[C:6]([C:9]([OH:11])=O)[CH:5]=1)(=[O:3])[CH3:2].[NH2:12][CH2:13][C@H:14]([N:16]1[CH:20]=[CH:19][C:18]([C:21]2[CH:28]=[CH:27][C:24]([C:25]#[N:26])=[C:23]([Cl:29])[CH:22]=2)=[N:17]1)[CH3:15]. No catalyst specified. The product is [C:1]([C:4]1[O:8][N:7]=[C:6]([C:9]([NH:12][CH2:13][C@H:14]([N:16]2[CH:20]=[CH:19][C:18]([C:21]3[CH:28]=[CH:27][C:24]([C:25]#[N:26])=[C:23]([Cl:29])[CH:22]=3)=[N:17]2)[CH3:15])=[O:11])[CH:5]=1)(=[O:3])[CH3:2]. The yield is 0.192.